From a dataset of Full USPTO retrosynthesis dataset with 1.9M reactions from patents (1976-2016). Predict the reactants needed to synthesize the given product. (1) Given the product [C:8]([C:6]1[CH:5]=[CH:4][C:3]([NH:10][C@H:11]2[CH2:15][CH2:14][C@@H:13]([C:16]([O:18][CH2:19][CH3:20])=[O:17])[CH2:12]2)=[C:2]([CH3:21])[CH:7]=1)#[N:9], predict the reactants needed to synthesize it. The reactants are: Br[C:2]1[CH:7]=[C:6]([C:8]#[N:9])[CH:5]=[CH:4][C:3]=1[NH:10][C@H:11]1[CH2:15][CH2:14][C@@H:13]([C:16]([O:18][CH2:19][CH3:20])=[O:17])[CH2:12]1.[C:21](=O)([O-])[O-].[Cs+].[Cs+].CB1OB(C)OB(C)O1. (2) Given the product [ClH:1].[Cl:1][CH2:2][CH2:3][CH2:4][CH:5]([C:8]1[CH:13]=[CH:12][C:11]([Cl:14])=[C:10]([Cl:15])[CH:9]=1)[C:6](=[NH:7])[O:18][CH2:16][CH3:17], predict the reactants needed to synthesize it. The reactants are: [Cl:1][CH2:2][CH2:3][CH2:4][CH:5]([C:8]1[CH:13]=[CH:12][C:11]([Cl:14])=[C:10]([Cl:15])[CH:9]=1)[C:6]#[N:7].[C:16](Cl)(=[O:18])[CH3:17]. (3) Given the product [C:30]([O:29][C:27]([NH:26][C@@H:21]([CH2:20][C:17]1[CH:16]=[CH:15][C:14]([N:13]2[C:37](=[O:38])[C:36]3[C:49](=[CH:43][CH:42]=[C:41]([CH2:44][N:45]([CH:47]=[O:48])[CH3:46])[CH:40]=3)[N:50]([CH3:53])[C:51]2=[O:52])=[CH:19][CH:18]=1)[C:22]([O:24][CH3:25])=[O:23])=[O:28])([CH3:33])([CH3:32])[CH3:31], predict the reactants needed to synthesize it. The reactants are: C1N=CN(C(N2C=NC=C2)=O)C=1.[NH2:13][C:14]1[CH:19]=[CH:18][C:17]([CH2:20][C@H:21]([NH:26][C:27]([O:29][C:30]([CH3:33])([CH3:32])[CH3:31])=[O:28])[C:22]([O:24][CH3:25])=[O:23])=[CH:16][CH:15]=1.NC1[CH:43]=[CH:42][C:41]([CH2:44][N:45]([CH:47]=[O:48])[CH3:46])=[CH:40][C:36]=1[C:37](O)=[O:38].[CH3:49][N:50]([CH3:53])[CH:51]=[O:52]. (4) Given the product [Cl:1][C:2]1[N:10]=[C:9]2[C:5]([N:6]=[C:7]([C:13]3([OH:19])[CH2:18][O:27][CH2:28]3)[N:8]2[CH2:11][CH3:12])=[C:4]([N:20]2[CH2:25][CH2:24][O:23][CH2:22][C@@H:21]2[CH3:26])[N:3]=1, predict the reactants needed to synthesize it. The reactants are: [Cl:1][C:2]1[N:10]=[C:9]2[C:5]([N:6]=[C:7]([C:13]3([OH:19])[CH2:18]COCC3)[N:8]2[CH2:11][CH3:12])=[C:4]([N:20]2[CH2:25][CH2:24][O:23][CH2:22][C@@H:21]2[CH3:26])[N:3]=1.[O:27]1CC(=O)[CH2:28]1. (5) Given the product [Cl:1][C:2]1[CH:7]=[CH:6][C:5]([N+:8]([O-:10])=[O:9])=[C:4]([O:21][CH:19]([CH3:20])[CH3:18])[CH:3]=1, predict the reactants needed to synthesize it. The reactants are: [Cl:1][C:2]1[CH:7]=[CH:6][C:5]([N+:8]([O-:10])=[O:9])=[C:4](F)[CH:3]=1.C(=O)([O-])[O-].[Cs+].[Cs+].[CH3:18][CH:19]([OH:21])[CH3:20]. (6) Given the product [C:22]([O:21][C:19](=[O:20])[CH2:18][O:1][CH2:2][CH2:3][N:4]([CH3:14])[C:5]1[CH:10]=[CH:9][C:8]([N+:11]([O-:13])=[O:12])=[CH:7][N:6]=1)([CH3:25])([CH3:24])[CH3:23], predict the reactants needed to synthesize it. The reactants are: [OH:1][CH2:2][CH2:3][N:4]([CH3:14])[C:5]1[CH:10]=[CH:9][C:8]([N+:11]([O-:13])=[O:12])=[CH:7][N:6]=1.[H-].[Na+].Br[CH2:18][C:19]([O:21][C:22]([CH3:25])([CH3:24])[CH3:23])=[O:20]. (7) The reactants are: [NH2:1][S:2]([C:5]1[CH:10]=[CH:9][C:8]([NH:11][C@@H:12]([CH2:17][S:18][C:19]2[CH:24]=[CH:23][CH:22]=[CH:21][CH:20]=2)[CH2:13][C:14](O)=[O:15])=[C:7]([N+:25]([O-:27])=[O:26])[CH:6]=1)(=[O:4])=[O:3].[CH3:28][NH:29][CH3:30].CCN=C=NCCCN(C)C. Given the product [NH2:1][S:2]([C:5]1[CH:10]=[CH:9][C:8]([NH:11][C@@H:12]([CH2:17][S:18][C:19]2[CH:24]=[CH:23][CH:22]=[CH:21][CH:20]=2)[CH2:13][C:14]([N:29]([CH3:30])[CH3:28])=[O:15])=[C:7]([N+:25]([O-:27])=[O:26])[CH:6]=1)(=[O:4])=[O:3], predict the reactants needed to synthesize it. (8) Given the product [C:11]([O:15][C:16]([N:18]1[CH2:23][CH2:22][CH2:21][CH2:20][CH:19]1[C:24]([C:9]1[O:10][C:6]2[CH:5]=[CH:4][CH:3]=[C:2]([Br:1])[C:7]=2[CH:8]=1)=[O:29])=[O:17])([CH3:14])([CH3:13])[CH3:12], predict the reactants needed to synthesize it. The reactants are: [Br:1][C:2]1[C:7]2[CH:8]=[CH:9][O:10][C:6]=2[CH:5]=[CH:4][CH:3]=1.[C:11]([O:15][C:16]([N:18]1[CH2:23][CH2:22][CH2:21][CH2:20][CH:19]1[C:24](=[O:29])N(OC)C)=[O:17])([CH3:14])([CH3:13])[CH3:12].